Dataset: Reaction yield outcomes from USPTO patents with 853,638 reactions. Task: Predict the reaction yield, written as a fraction of the theoretical maximum amount of product (1.0 means a 100% yield; for example, 0.34 means a 34% yield). (1) The reactants are [NH2:1][C:2]1[C:3]([Cl:9])=[N:4][CH:5]=[N:6][C:7]=1Cl.[Cl:10][C:11]1[CH:17]=[CH:16][C:14]([NH2:15])=[CH:13][CH:12]=1.Cl. The catalyst is O.C(O)C. The product is [Cl:9][C:3]1[N:4]=[CH:5][N:6]=[C:7]([NH:15][C:14]2[CH:16]=[CH:17][C:11]([Cl:10])=[CH:12][CH:13]=2)[C:2]=1[NH2:1]. The yield is 0.980. (2) The reactants are CC(C)(C)C(NC1C=CC=CC=1[C:12]1[C:25]2[C:24](=O)[C:23]3[C:18](=[CH:19][CH:20]=[CH:21][CH:22]=3)[N:17]([CH3:27])[C:16]=2[CH:15]=[CH:14][CH:13]=1)=O.C([O-])([O-])=O.[Na+].[Na+]. The catalyst is C1COCC1. The product is [CH3:27][N:17]1[C:16]2[C:25]3[C:12](=[C:15]4[C:16](=[N:17][C:24]=3[C:23]3[CH:22]=[CH:21][CH:20]=[CH:19][C:18]1=3)[CH:25]=[CH:12][CH:13]=[CH:14]4)[CH:13]=[CH:14][CH:15]=2. The yield is 0.950. (3) The reactants are Cl.[CH:2]([N:5]1[C:13]2[C:8](=[CH:9][C:10]([C:14]3[O:18][N:17]=[C:16]([C:19]4[CH:28]=[CH:27][CH:26]=[C:25]5[C:20]=4[CH2:21][CH2:22][NH:23][CH2:24]5)[N:15]=3)=[CH:11][CH:12]=2)[CH:7]=[N:6]1)([CH3:4])[CH3:3].[C:29]([O:33][CH2:34][CH3:35])(=[O:32])[CH:30]=[CH2:31]. No catalyst specified. The product is [CH2:34]([O:33][C:29](=[O:32])[CH2:30][CH2:31][N:23]1[CH2:22][CH2:21][C:20]2[C:25](=[CH:26][CH:27]=[CH:28][C:19]=2[C:16]2[N:15]=[C:14]([C:10]3[CH:9]=[C:8]4[C:13](=[CH:12][CH:11]=3)[N:5]([CH:2]([CH3:4])[CH3:3])[N:6]=[CH:7]4)[O:18][N:17]=2)[CH2:24]1)[CH3:35]. The yield is 0.860. (4) The product is [C:1]([O:5][C:6]([NH:7][C:8]1[CH:9]=[CH:10][C:11]([CH2:14][CH2:15][O:16][S:30]([C:27]2[CH:28]=[CH:29][C:24]([CH3:34])=[CH:25][CH:26]=2)(=[O:32])=[O:31])=[CH:12][CH:13]=1)=[O:17])([CH3:4])([CH3:2])[CH3:3]. The catalyst is ClCCl. The reactants are [C:1]([O:5][C:6](=[O:17])[NH:7][C:8]1[CH:13]=[CH:12][C:11]([CH2:14][CH2:15][OH:16])=[CH:10][CH:9]=1)([CH3:4])([CH3:3])[CH3:2].N1C=CC=CC=1.[C:24]1([CH3:34])[CH:29]=[CH:28][C:27]([S:30](Cl)(=[O:32])=[O:31])=[CH:26][CH:25]=1. The yield is 0.978. (5) The reactants are N([Si](C)(C)C)=[N+:2]=[N-:3].[CH2:8]([Sn](=O)CCCC)CCC.[C:18]([C:20]1[C:24]2[CH:25]=[C:26]([O:34][CH:35]([CH3:37])[CH3:36])[C:27]([NH:29][S:30]([CH3:33])(=[O:32])=[O:31])=[CH:28][C:23]=2[O:22][C:21]=1[C:38]1[CH:43]=[CH:42][C:41]([F:44])=[CH:40][CH:39]=1)#[N:19]. The catalyst is O1CCOCC1. The product is [F:44][C:41]1[CH:40]=[CH:39][C:38]([C:21]2[O:22][C:23]3[CH:28]=[C:27]([NH:29][S:30]([CH3:33])(=[O:32])=[O:31])[C:26]([O:34][CH:35]([CH3:37])[CH3:36])=[CH:25][C:24]=3[C:20]=2[C:18]2[NH:3][N:2]=[CH:8][N:19]=2)=[CH:43][CH:42]=1. The yield is 0.220.